This data is from Catalyst prediction with 721,799 reactions and 888 catalyst types from USPTO. The task is: Predict which catalyst facilitates the given reaction. (1) The catalyst class is: 5. Reactant: [F:1][C:2]([F:17])([F:16])[C:3]1[CH:4]=[CH:5][C:6]2[CH:10]=[C:9]([C:11]([O:13]C)=[O:12])[S:8][C:7]=2[CH:15]=1.O.[OH-].[Li+].O. Product: [F:16][C:2]([F:1])([F:17])[C:3]1[CH:4]=[CH:5][C:6]2[CH:10]=[C:9]([C:11]([OH:13])=[O:12])[S:8][C:7]=2[CH:15]=1. (2) Reactant: [CH3:1][N:2]1[CH2:6][C:5](=[O:7])[NH:4][C:3]1=[O:8].C([O-])([O-])=O.[K+].[K+].Br[CH2:16][C:17]([C:19]1[CH:24]=[CH:23][CH:22]=[CH:21][CH:20]=1)=[O:18]. Product: [CH3:1][N:2]1[CH2:6][C:5](=[O:7])[N:4]([CH2:16][C:17](=[O:18])[C:19]2[CH:24]=[CH:23][CH:22]=[CH:21][CH:20]=2)[C:3]1=[O:8]. The catalyst class is: 3. (3) Reactant: [CH2:1]([O:3][C:4]([N:6]1[CH2:11][CH2:10][N:9]([C:12](=[O:57])[C@@H:13]([NH:23][C:24]([C:26]2[CH:30]=[C:29]([O:31][C@@H:32]([CH3:50])[C:33]([N:35]3[CH2:39][CH2:38][CH2:37][C@H:36]3[C:40]([O:42]CC3C=CC=CC=3)=[O:41])=[O:34])[N:28]([C:51]3[CH:56]=[CH:55][CH:54]=[CH:53][CH:52]=3)[N:27]=2)=[O:25])[CH2:14][CH2:15][C:16]([O:18][C:19]([CH3:22])([CH3:21])[CH3:20])=[O:17])[CH2:8][CH2:7]1)=[O:5])[CH3:2]. Product: [CH2:1]([O:3][C:4]([N:6]1[CH2:7][CH2:8][N:9]([C:12](=[O:57])[C@@H:13]([NH:23][C:24]([C:26]2[CH:30]=[C:29]([O:31][C@@H:32]([CH3:50])[C:33]([N:35]3[CH2:39][CH2:38][CH2:37][C@H:36]3[C:40]([OH:42])=[O:41])=[O:34])[N:28]([C:51]3[CH:56]=[CH:55][CH:54]=[CH:53][CH:52]=3)[N:27]=2)=[O:25])[CH2:14][CH2:15][C:16]([O:18][C:19]([CH3:22])([CH3:21])[CH3:20])=[O:17])[CH2:10][CH2:11]1)=[O:5])[CH3:2]. The catalyst class is: 13. (4) Reactant: [CH3:1][O:2][C:3]([C@@H:5]1[CH2:14][C:13]2[CH:12]=[C:11]3[O:15][CH2:16][C@H:17]([C:19]4[CH:24]=[CH:23][C:22]([O:25]C(=O)C)=[CH:21][CH:20]=4)[O:18][C:10]3=[CH:9][C:8]=2[CH2:7][N:6]1[C@H:29]([C:32]1[CH:37]=[CH:36][CH:35]=[CH:34][CH:33]=1)[CH2:30][CH3:31])=[O:4].C([O-])(O)=O.[Na+].O. Product: [CH3:1][O:2][C:3]([C@@H:5]1[CH2:14][C:13]2[CH:12]=[C:11]3[O:15][CH2:16][C@H:17]([C:19]4[CH:24]=[CH:23][C:22]([OH:25])=[CH:21][CH:20]=4)[O:18][C:10]3=[CH:9][C:8]=2[CH2:7][N:6]1[C@H:29]([C:32]1[CH:33]=[CH:34][CH:35]=[CH:36][CH:37]=1)[CH2:30][CH3:31])=[O:4]. The catalyst class is: 5.